This data is from Forward reaction prediction with 1.9M reactions from USPTO patents (1976-2016). The task is: Predict the product of the given reaction. Given the reactants CS([O:5][CH2:6][C@@H:7]([NH:9][C:10]([O:12][C:13]([CH3:16])([CH3:15])[CH3:14])=[O:11])[CH3:8])(=O)=O.[Br:17][C:18]1[CH:19]=[C:20]([NH:26][C:27]2[CH:32]=[CH:31][CH:30]=[C:29](O)[N:28]=2)[C:21](=[O:25])[N:22]([CH3:24])[CH:23]=1.C([O-])([O-])=O.[Cs+].[Cs+], predict the reaction product. The product is: [Br:17][C:18]1[CH:19]=[C:20]([NH:26][C:27]2[N:28]=[C:29]([O:5][CH2:6][C@@H:7]([NH:9][C:10](=[O:11])[O:12][C:13]([CH3:16])([CH3:15])[CH3:14])[CH3:8])[CH:30]=[CH:31][CH:32]=2)[C:21](=[O:25])[N:22]([CH3:24])[CH:23]=1.